From a dataset of NCI-60 drug combinations with 297,098 pairs across 59 cell lines. Regression. Given two drug SMILES strings and cell line genomic features, predict the synergy score measuring deviation from expected non-interaction effect. (1) Drug 1: C1=CC=C(C=C1)NC(=O)CCCCCCC(=O)NO. Drug 2: C1=NC2=C(N1)C(=S)N=CN2. Cell line: SNB-75. Synergy scores: CSS=29.5, Synergy_ZIP=-0.515, Synergy_Bliss=1.17, Synergy_Loewe=-0.462, Synergy_HSA=2.14. (2) Drug 1: CS(=O)(=O)C1=CC(=C(C=C1)C(=O)NC2=CC(=C(C=C2)Cl)C3=CC=CC=N3)Cl. Drug 2: C1CN(CCN1C(=O)CCBr)C(=O)CCBr. Cell line: UACC62. Synergy scores: CSS=29.1, Synergy_ZIP=-3.00, Synergy_Bliss=4.05, Synergy_Loewe=-2.34, Synergy_HSA=3.68.